This data is from Reaction yield outcomes from USPTO patents with 853,638 reactions. The task is: Predict the reaction yield, written as a fraction of the theoretical maximum amount of product (1.0 means a 100% yield; for example, 0.34 means a 34% yield). (1) The reactants are C([O:8][CH2:9][C@@H:10]1[O:15][CH2:14][CH2:13][N:12]([C:16]([O:18][C:19]([CH3:22])([CH3:21])[CH3:20])=[O:17])[CH2:11]1)C1C=CC=CC=1. The catalyst is CCO.[Pd]. The product is [OH:8][CH2:9][C@@H:10]1[O:15][CH2:14][CH2:13][N:12]([C:16]([O:18][C:19]([CH3:22])([CH3:21])[CH3:20])=[O:17])[CH2:11]1. The yield is 0.990. (2) The product is [CH2:2]([N:24]1[CH2:25][CH2:26][N:22]([C:19]2[N:20]=[N:21][C:16]([N:13]3[CH2:12][CH2:11][N:10]([C:8](=[O:9])[C:7]4[CH:28]=[CH:29][CH:30]=[CH:31][C:6]=4[C:5]([F:4])([F:32])[F:33])[CH2:15][CH2:14]3)=[CH:17][CH:18]=2)[C:23]1=[O:27])[CH3:3]. The reactants are I[CH2:2][CH3:3].[F:4][C:5]([F:33])([F:32])[C:6]1[CH:31]=[CH:30][CH:29]=[CH:28][C:7]=1[C:8]([N:10]1[CH2:15][CH2:14][N:13]([C:16]2[N:21]=[N:20][C:19]([N:22]3[CH2:26][CH2:25][NH:24][C:23]3=[O:27])=[CH:18][CH:17]=2)[CH2:12][CH2:11]1)=[O:9]. The yield is 0.720. No catalyst specified. (3) The reactants are [N:1]1[CH:6]=[CH:5][CH:4]=[CH:3][C:2]=1[NH:7][C:8](=O)[O:9]C1C=CC(Cl)=CC=1.[F:18][C:19]([F:40])([F:39])[C:20]1[CH:21]=[C:22]([C:26]2[CH:27]=[CH:28][C:29]3[N:36]4[CH2:37][C@H:32]([CH2:33][CH2:34][CH2:35]4)[NH:31][C:30]=3[N:38]=2)[CH:23]=[N:24][CH:25]=1.CCOC(C)=O.O. The catalyst is CN(C1C=CN=CC=1)C.CN(C=O)C. The product is [N:1]1[CH:6]=[CH:5][CH:4]=[CH:3][C:2]=1[NH:7][C:8]([N:31]1[C@@H:32]2[CH2:37][N:36]([CH2:35][CH2:34][CH2:33]2)[C:29]2[CH:28]=[CH:27][C:26]([C:22]3[CH:23]=[N:24][CH:25]=[C:20]([C:19]([F:39])([F:18])[F:40])[CH:21]=3)=[N:38][C:30]1=2)=[O:9]. The yield is 0.830. (4) The reactants are [CH:1]1([S:4]([NH2:7])(=[O:6])=[O:5])[CH2:3][CH2:2]1.[H-].[Na+].[Cl:10][C:11]1[CH:12]=[C:13]2[C:18](=[C:19]([C:21](O)=[O:22])[CH:20]=1)[NH:17][CH:16]([C:24]1[CH:29]=[CH:28][CH:27]=[C:26]([NH:30][C:31]([C:33]3[CH:38]=[N:37][CH:36]=[CH:35][N:34]=3)=[O:32])[CH:25]=1)[C:15]([CH3:40])([CH3:39])[CH2:14]2.C(N1C=CN=C1)(N1C=CN=C1)=O. The catalyst is CN(C)C=O. The product is [Cl:10][C:11]1[CH:12]=[C:13]2[C:18](=[C:19]([C:21]([NH:7][S:4]([CH:1]3[CH2:3][CH2:2]3)(=[O:6])=[O:5])=[O:22])[CH:20]=1)[NH:17][CH:16]([C:24]1[CH:25]=[C:26]([NH:30][C:31]([C:33]3[CH:38]=[N:37][CH:36]=[CH:35][N:34]=3)=[O:32])[CH:27]=[CH:28][CH:29]=1)[C:15]([CH3:40])([CH3:39])[CH2:14]2. The yield is 0.490.